Task: Regression. Given a peptide amino acid sequence and an MHC pseudo amino acid sequence, predict their binding affinity value. This is MHC class I binding data.. Dataset: Peptide-MHC class I binding affinity with 185,985 pairs from IEDB/IMGT (1) The peptide sequence is IVTMFEALPH. The MHC is HLA-A33:01 with pseudo-sequence HLA-A33:01. The binding affinity (normalized) is 0.601. (2) The peptide sequence is IASILSLETV. The MHC is HLA-A02:02 with pseudo-sequence HLA-A02:02. The binding affinity (normalized) is 0.496. (3) The binding affinity (normalized) is 0. The peptide sequence is GINQEDGIII. The MHC is HLA-A02:01 with pseudo-sequence HLA-A02:01. (4) The peptide sequence is SQIETGTPF. The MHC is HLA-A30:01 with pseudo-sequence HLA-A30:01. The binding affinity (normalized) is 0.0847. (5) The MHC is HLA-B44:02 with pseudo-sequence HLA-B44:02. The binding affinity (normalized) is 0.0847. The peptide sequence is YARECQEVL. (6) The peptide sequence is TQRKKTLGF. The binding affinity (normalized) is 0.0847. The MHC is HLA-A31:01 with pseudo-sequence HLA-A31:01. (7) The peptide sequence is TPPPAPMI. The MHC is Mamu-A01 with pseudo-sequence Mamu-A01. The binding affinity (normalized) is 0.953. (8) The peptide sequence is KMKELSPRW. The MHC is HLA-A69:01 with pseudo-sequence HLA-A69:01. The binding affinity (normalized) is 0.0847. (9) The peptide sequence is TELPLAYER. The MHC is HLA-A02:01 with pseudo-sequence HLA-A02:01. The binding affinity (normalized) is 0.0847.